From a dataset of Forward reaction prediction with 1.9M reactions from USPTO patents (1976-2016). Predict the product of the given reaction. (1) Given the reactants O.[OH-].[Li+].C[O:5][C:6](=[O:31])[C:7]1[CH:12]=[CH:11][C:10]([CH2:13][CH2:14][CH2:15][C:16]([N:18]2[CH2:23][CH2:22][N:21]([CH2:24][CH2:25][C:26]([CH3:29])([CH3:28])[CH3:27])[CH2:20][CH2:19]2)=[O:17])=[C:9]([CH3:30])[CH:8]=1, predict the reaction product. The product is: [CH3:27][C:26]([CH3:29])([CH3:28])[CH2:25][CH2:24][N:21]1[CH2:22][CH2:23][N:18]([C:16](=[O:17])[CH2:15][CH2:14][CH2:13][C:10]2[CH:11]=[CH:12][C:7]([C:6]([OH:31])=[O:5])=[CH:8][C:9]=2[CH3:30])[CH2:19][CH2:20]1. (2) Given the reactants [O:1]1[CH2:5][CH2:4][CH:3]([OH:6])[CH2:2]1.[CH3:7][C:8]1[CH:13]=[CH:12][C:11]([S:14](Cl)(=[O:16])=[O:15])=[CH:10][CH:9]=1, predict the reaction product. The product is: [O:1]1[CH2:5][CH2:4][CH:3]([O:6][S:14]([C:11]2[CH:12]=[CH:13][C:8]([CH3:7])=[CH:9][CH:10]=2)(=[O:16])=[O:15])[CH2:2]1. (3) Given the reactants [N:1]1([C:7]2[C:8]3[S:15][CH:14]=[CH:13][C:9]=3[N:10]=[CH:11][N:12]=2)[CH2:6][CH2:5][NH:4][CH2:3][CH2:2]1.Br[CH:17]([C:20]1[CH:25]=[CH:24][C:23]([Cl:26])=[CH:22][CH:21]=1)[C:18]#[N:19].C(=O)([O-])[O-].[K+].[K+], predict the reaction product. The product is: [Cl:26][C:23]1[CH:24]=[CH:25][C:20]([CH:17]([N:4]2[CH2:3][CH2:2][N:1]([C:7]3[C:8]4[S:15][CH:14]=[CH:13][C:9]=4[N:10]=[CH:11][N:12]=3)[CH2:6][CH2:5]2)[C:18]#[N:19])=[CH:21][CH:22]=1. (4) Given the reactants [O:1]=[C:2]1[C@@H:6]([NH:7][C:8](=[O:14])[O:9][C:10]([CH3:13])([CH3:12])[CH3:11])[CH2:5][CH2:4][NH:3]1.[CH3:15]I, predict the reaction product. The product is: [CH3:15][N:3]1[CH2:4][CH2:5][C@H:6]([NH:7][C:8](=[O:14])[O:9][C:10]([CH3:11])([CH3:13])[CH3:12])[C:2]1=[O:1].